Dataset: Full USPTO retrosynthesis dataset with 1.9M reactions from patents (1976-2016). Task: Predict the reactants needed to synthesize the given product. The reactants are: [F:1][C:2]([F:16])(OC1C=C(C=CC=1)C(O)=O)[CH:3]([F:5])[F:4].C([N:19]([CH2:22]C)CC)C.[C:32]1(P(N=[N+]=[N-])([C:32]2[CH:37]=[CH:36][CH:35]=[CH:34][CH:33]=2)=O)[CH:37]=[CH:36][CH:35]=[CH:34][CH:33]=1.[C:41]1([C:47]2[N:51]=[C:50]([N:52]3[CH2:57][CH2:56][NH:55][CH2:54][CH2:53]3)[S:49][N:48]=2)[CH:46]=[CH:45][CH:44]=[CH:43][CH:42]=1.[OH2:58]. Given the product [C:41]1([C:47]2[N:51]=[C:50]([N:52]3[CH2:57][CH2:56][N:55]([C:22]([NH:19][C:32]4[CH:33]=[CH:34][CH:35]=[C:36]([C:2]([F:1])([F:16])[CH:3]([F:4])[F:5])[CH:37]=4)=[O:58])[CH2:54][CH2:53]3)[S:49][N:48]=2)[CH:42]=[CH:43][CH:44]=[CH:45][CH:46]=1, predict the reactants needed to synthesize it.